The task is: Regression. Given two drug SMILES strings and cell line genomic features, predict the synergy score measuring deviation from expected non-interaction effect.. This data is from NCI-60 drug combinations with 297,098 pairs across 59 cell lines. (1) Drug 1: CC(C)(C1=NC(=CC=C1)N2C3=NC(=NC=C3C(=O)N2CC=C)NC4=CC=C(C=C4)N5CCN(CC5)C)O. Drug 2: CC1(CCCN1)C2=NC3=C(C=CC=C3N2)C(=O)N. Cell line: SW-620. Synergy scores: CSS=43.3, Synergy_ZIP=1.29, Synergy_Bliss=-1.87, Synergy_Loewe=-58.1, Synergy_HSA=-2.18. (2) Drug 1: COC1=C2C(=CC3=C1OC=C3)C=CC(=O)O2. Drug 2: CC1C(C(CC(O1)OC2CC(CC3=C2C(=C4C(=C3O)C(=O)C5=C(C4=O)C(=CC=C5)OC)O)(C(=O)CO)O)N)O.Cl. Cell line: UO-31. Synergy scores: CSS=47.3, Synergy_ZIP=-1.09, Synergy_Bliss=1.11, Synergy_Loewe=-5.78, Synergy_HSA=2.37. (3) Drug 1: CC(CN1CC(=O)NC(=O)C1)N2CC(=O)NC(=O)C2. Drug 2: C1=CC(=CC=C1C#N)C(C2=CC=C(C=C2)C#N)N3C=NC=N3. Cell line: CCRF-CEM. Synergy scores: CSS=64.0, Synergy_ZIP=-0.176, Synergy_Bliss=-0.264, Synergy_Loewe=-0.909, Synergy_HSA=-0.134. (4) Drug 1: CCC1=CC2CC(C3=C(CN(C2)C1)C4=CC=CC=C4N3)(C5=C(C=C6C(=C5)C78CCN9C7C(C=CC9)(C(C(C8N6C)(C(=O)OC)O)OC(=O)C)CC)OC)C(=O)OC.C(C(C(=O)O)O)(C(=O)O)O. Drug 2: COCCOC1=C(C=C2C(=C1)C(=NC=N2)NC3=CC=CC(=C3)C#C)OCCOC.Cl. Cell line: NCI-H460. Synergy scores: CSS=46.9, Synergy_ZIP=1.31, Synergy_Bliss=3.59, Synergy_Loewe=-14.4, Synergy_HSA=3.52. (5) Drug 1: C1=CC=C(C(=C1)C(C2=CC=C(C=C2)Cl)C(Cl)Cl)Cl. Drug 2: CC(C)NC(=O)C1=CC=C(C=C1)CNNC.Cl. Cell line: MDA-MB-435. Synergy scores: CSS=4.12, Synergy_ZIP=-0.946, Synergy_Bliss=2.32, Synergy_Loewe=-0.284, Synergy_HSA=0.798. (6) Cell line: OVCAR-4. Drug 1: CCCS(=O)(=O)NC1=C(C(=C(C=C1)F)C(=O)C2=CNC3=C2C=C(C=N3)C4=CC=C(C=C4)Cl)F. Synergy scores: CSS=-0.388, Synergy_ZIP=-0.626, Synergy_Bliss=-3.52, Synergy_Loewe=-14.4, Synergy_HSA=-6.06. Drug 2: CCC1=C2CN3C(=CC4=C(C3=O)COC(=O)C4(CC)O)C2=NC5=C1C=C(C=C5)O.